The task is: Predict the reactants needed to synthesize the given product.. This data is from Full USPTO retrosynthesis dataset with 1.9M reactions from patents (1976-2016). (1) Given the product [F:24][C:4]1[CH:3]=[C:2]([N:27]2[C@H:26]([CH3:25])[CH2:30][O:29][C:28]2=[O:31])[CH:7]=[C:6]([F:8])[C:5]=1[C:9]([N:11]1[CH2:16][CH2:15][N:14]([C:17]2[CH:22]=[CH:21][C:20]([CH3:23])=[CH:19][N:18]=2)[CH2:13][CH2:12]1)=[O:10], predict the reactants needed to synthesize it. The reactants are: Br[C:2]1[CH:7]=[C:6]([F:8])[C:5]([C:9]([N:11]2[CH2:16][CH2:15][N:14]([C:17]3[CH:22]=[CH:21][C:20]([CH3:23])=[CH:19][N:18]=3)[CH2:13][CH2:12]2)=[O:10])=[C:4]([F:24])[CH:3]=1.[CH3:25][C@@H:26]1[CH2:30][O:29][C:28](=[O:31])[NH:27]1. (2) Given the product [C:1]([O:5][C@H:6]([C:12]1[CH:13]=[CH:14][CH:15]=[CH:16][CH:17]=1)[CH2:7][OH:8])([CH3:4])([CH3:2])[CH3:3], predict the reactants needed to synthesize it. The reactants are: [C:1]([O:5][C@H:6]([C:12]1[CH:17]=[CH:16][CH:15]=[CH:14][CH:13]=1)[C:7](OCC)=[O:8])([CH3:4])([CH3:3])[CH3:2].[H-].[H-].[H-].[H-].[Li+].[Al+3]. (3) Given the product [Cl-:16].[Cl:16][CH2:7][CH2:8][NH2+:9][CH:10]([CH2:12][CH3:13])[CH3:11], predict the reactants needed to synthesize it. The reactants are: CC(N)CC.O[CH2:7][CH2:8][NH:9][CH:10]([CH2:12][CH3:13])[CH3:11].O=S(Cl)[Cl:16].